From a dataset of Catalyst prediction with 721,799 reactions and 888 catalyst types from USPTO. Predict which catalyst facilitates the given reaction. (1) Reactant: F[C:2]1[CH:19]=[CH:18][C:5]([C:6]([CH:8]2[CH2:13][CH2:12][N:11]([CH2:14][C:15]([OH:17])=[O:16])[CH2:10][CH2:9]2)=[O:7])=[CH:4][CH:3]=1.[CH2:20]([OH:24])[C:21]#[C:22][CH3:23].[OH-].[Na+].Cl. Product: [CH2:20]([O:24][C:2]1[CH:19]=[CH:18][C:5]([C:6]([CH:8]2[CH2:13][CH2:12][N:11]([CH2:14][C:15]([OH:17])=[O:16])[CH2:10][CH2:9]2)=[O:7])=[CH:4][CH:3]=1)[C:21]#[C:22][CH3:23]. The catalyst class is: 6. (2) Reactant: [NH2:1][C:2]1[CH:3]=[CH:4][CH:5]=[C:6]2[C:11]=1[CH:10]=[C:9]([OH:12])[CH:8]=[CH:7]2.[C:13](O[C:13]([O:15][C:16]([CH3:19])([CH3:18])[CH3:17])=[O:14])([O:15][C:16]([CH3:19])([CH3:18])[CH3:17])=[O:14].C([O-])([O-])=O.[Cs+].[Cs+].I[CH2:35][CH3:36]. Product: [CH2:35]([O:12][C:9]1[CH:10]=[C:11]2[C:6]([CH:5]=[CH:4][CH:3]=[C:2]2[NH:1][C:13](=[O:14])[O:15][C:16]([CH3:19])([CH3:18])[CH3:17])=[CH:7][CH:8]=1)[CH3:36]. The catalyst class is: 30. (3) Reactant: [CH:1]([CH:4]1[C:9](=[O:10])[NH:8][C:7]2[CH:11]=[CH:12][CH:13]=[C:14]([CH3:15])[C:6]=2[O:5]1)([CH3:3])[CH3:2].C(=O)([O-])[O-].[K+].[K+].[C:22]([O:26][CH3:27])(=[O:25])[CH:23]=[CH2:24].Cl. Product: [CH3:27][O:26][C:22](=[O:25])[CH2:23][CH2:24][N:8]1[C:7]2[CH:11]=[CH:12][CH:13]=[C:14]([CH3:15])[C:6]=2[O:5][CH:4]([CH:1]([CH3:3])[CH3:2])[C:9]1=[O:10]. The catalyst class is: 42. (4) Reactant: C([Li])CCC.Br[C:7]1[CH:12]=[CH:11][C:10]([Br:13])=[CH:9][CH:8]=1.[F:14][C:15](F)([F:21])[C:16](OCC)=[O:17]. Product: [Br:13][C:10]1[CH:11]=[CH:12][C:7]([C:16](=[O:17])[CH:15]([F:21])[F:14])=[CH:8][CH:9]=1. The catalyst class is: 27. (5) Reactant: C1C=CC(P(C2C=CC=CC=2)C2C=CC=CC=2)=CC=1.[Cl:20][C:21]1[CH:22]=[CH:23][C:24]([OH:27])=[N:25][CH:26]=1.C1C=CC(COC(/N=N/C(OCC2C=CC=CC=2)=O)=O)=CC=1.[CH2:50]([N:57]1[CH2:61][CH:60]([C:62]2[CH:67]=[CH:66][C:65]([Cl:68])=[C:64]([Cl:69])[CH:63]=2)[CH:59]([CH:70](O)[CH3:71])[CH2:58]1)[C:51]1[CH:56]=[CH:55][CH:54]=[CH:53][CH:52]=1. Product: [CH2:50]([N:57]1[CH2:61][CH:60]([C:62]2[CH:67]=[CH:66][C:65]([Cl:68])=[C:64]([Cl:69])[CH:63]=2)[CH:59]([CH:70]([O:27][C:24]2[CH:23]=[CH:22][C:21]([Cl:20])=[CH:26][N:25]=2)[CH3:71])[CH2:58]1)[C:51]1[CH:52]=[CH:53][CH:54]=[CH:55][CH:56]=1. The catalyst class is: 1.